From a dataset of Catalyst prediction with 721,799 reactions and 888 catalyst types from USPTO. Predict which catalyst facilitates the given reaction. (1) The catalyst class is: 614. Product: [CH:1]([C:3]1([CH3:16])[CH2:8][CH2:7][N:6]([C:9]([O:11][C:12]([CH3:15])([CH3:14])[CH3:13])=[O:10])[CH2:5][CH2:4]1)=[O:2]. Reactant: [CH:1]([CH:3]1[CH2:8][CH2:7][N:6]([C:9]([O:11][C:12]([CH3:15])([CH3:14])[CH3:13])=[O:10])[CH2:5][CH2:4]1)=[O:2].[CH3:16]C(C)([O-])C.[K+].IC. (2) Reactant: [CH3:1][C:2]([C:5]1[CH:10]=[C:9]([C:11]([O:13][CH3:14])=[O:12])[CH:8]=[CH:7][C:6]=1[C:15]1[CH:20]=[C:19]([O:21]C)[CH:18]=[CH:17][C:16]=1[F:23])([CH3:4])[CH3:3].B(Br)(Br)Br. Product: [CH3:4][C:2]([C:5]1[CH:10]=[C:9]([C:11]([O:13][CH3:14])=[O:12])[CH:8]=[CH:7][C:6]=1[C:15]1[CH:20]=[C:19]([OH:21])[CH:18]=[CH:17][C:16]=1[F:23])([CH3:1])[CH3:3]. The catalyst class is: 2. (3) Reactant: Cl.O1CCOCC1.OC(C(F)(F)F)=O.OC(C(F)(F)F)=O.[S:22]1[C:26]2[CH:27]=[CH:28][CH:29]=[CH:30][C:25]=2[N:24]=[C:23]1[N:31]1[CH2:36][CH2:35][N:34](C(OC(C)(C)C)=O)[CH2:33][CH:32]1[CH2:44][O:45][C:46]1[CH:47]=[N:48][CH:49]=[CH:50][CH:51]=1. Product: [N:48]1[CH:49]=[CH:50][CH:51]=[C:46]([O:45][CH2:44][CH:32]2[CH2:33][NH:34][CH2:35][CH2:36][N:31]2[C:23]2[S:22][C:26]3[CH:27]=[CH:28][CH:29]=[CH:30][C:25]=3[N:24]=2)[CH:47]=1. The catalyst class is: 5. (4) Reactant: [Br:1][C:2]1[CH:3]=[C:4]([CH:8]=[CH:9][CH:10]=1)[C:5](Cl)=[O:6].[Cl-].[Al+3].[Cl-].[Cl-]. Product: [Br:1][C:2]1[CH:3]=[C:4]([C:5]([C:2]2[CH:3]=[CH:4][CH:8]=[CH:9][CH:10]=2)=[O:6])[CH:8]=[CH:9][CH:10]=1. The catalyst class is: 48. (5) Reactant: [OH:1][C:2]([CH2:4][CH2:5][CH2:6][CH2:7][C@H:8]1[C@@H:16]2[C@@H:11]([NH:12][C:13]([NH:15]2)=[O:14])[CH2:10][S:9]1)=[O:3].CS(C)=O. Product: [OH:3][C:2]([CH2:4][CH2:5][CH2:6][CH2:7][C@H:8]1[C@@H:16]2[C@@H:11]([NH:12][C:13]([NH:15]2)=[O:14])[CH2:10][S:9]1)=[O:1]. The catalyst class is: 6.